Dataset: Catalyst prediction with 721,799 reactions and 888 catalyst types from USPTO. Task: Predict which catalyst facilitates the given reaction. (1) Reactant: [NH2:1][C:2]1[C:7]([NH:8][C:9]([O:11][CH2:12][CH3:13])=[O:10])=[CH:6][CH:5]=[C:4]([NH:14][CH2:15][C:16]2[CH:21]=[CH:20][C:19]([F:22])=[CH:18][CH:17]=2)[N:3]=1.[CH3:23][S:24]([OH:27])(=[O:26])=[O:25]. Product: [CH3:13][CH2:12][O:11][C:9]([NH:8][C:7]1[CH:6]=[CH:5][C:4]([NH:14][CH2:15][C:16]2[CH:21]=[CH:20][C:19]([F:22])=[CH:18][CH:17]=2)=[N:3][C:2]=1[NH2:1])=[O:10].[S:24]([O-:27])(=[O:26])(=[O:25])[CH3:23]. The catalyst class is: 32. (2) Reactant: [Br:1][C:2]1[CH:3]=[C:4]([C:9]2([NH:17][C:18]([NH:20][C:21](=[O:28])[C:22]3[CH:27]=[CH:26][CH:25]=[CH:24][CH:23]=3)=[S:19])[CH2:13][CH:12]([OH:14])[CH2:11][CH:10]2[CH2:15]O)[CH:5]=[CH:6][C:7]=1[F:8].C1(P(C2C=CC=CC=2)C2C=CC=CC=2)C=CC=CC=1.N(C(OC(C)(C)C)=O)=NC(OC(C)(C)C)=O. Product: [Br:1][C:2]1[CH:3]=[C:4]([C:9]23[CH2:13][CH:12]([OH:14])[CH2:11][CH:10]2[CH2:15][S:19][C:18]([NH:20][C:21](=[O:28])[C:22]2[CH:27]=[CH:26][CH:25]=[CH:24][CH:23]=2)=[N:17]3)[CH:5]=[CH:6][C:7]=1[F:8]. The catalyst class is: 1. (3) Reactant: Br[C:2]1[CH:3]=[C:4]([N:8]2[CH2:13][CH2:12][N:11]([C:14]([O:16][C:17]([CH3:20])([CH3:19])[CH3:18])=[O:15])[CH2:10][CH2:9]2)[CH:5]=[CH:6][CH:7]=1.[Li]CCCC.[B:26](OC(C)C)([O:31]C(C)C)[O:27]C(C)C.P(=O)(O)(O)O. Product: [C:17]([O:16][C:14]([N:11]1[CH2:12][CH2:13][N:8]([C:4]2[CH:3]=[C:2]([B:26]([OH:31])[OH:27])[CH:7]=[CH:6][CH:5]=2)[CH2:9][CH2:10]1)=[O:15])([CH3:20])([CH3:19])[CH3:18]. The catalyst class is: 359. (4) Reactant: [CH3:1][O:2][C:3](=[O:12])[C:4]1[CH:9]=[CH:8][C:7](F)=[N:6][C:5]=1[F:11].CN(C)C=O.[NH2:18][C:19]1[CH:20]=[CH:21][C:22]([O:25][CH3:26])=[N:23][CH:24]=1.C(N(CC)CC)C. Product: [CH3:1][O:2][C:3](=[O:12])[C:4]1[CH:9]=[CH:8][C:7]([NH:18][C:19]2[CH:24]=[N:23][C:22]([O:25][CH3:26])=[CH:21][CH:20]=2)=[N:6][C:5]=1[F:11]. The catalyst class is: 6.